This data is from Full USPTO retrosynthesis dataset with 1.9M reactions from patents (1976-2016). The task is: Predict the reactants needed to synthesize the given product. (1) Given the product [CH2:12]([O:14][C:15]1[C:18](=[O:19])[C:17](=[O:22])[C:16]=1[NH:1][C:2]1[CH:7]=[CH:6][CH:5]=[C:4]([CH:8]([OH:10])[CH3:9])[C:3]=1[OH:11])[CH3:13], predict the reactants needed to synthesize it. The reactants are: [NH2:1][C:2]1[CH:7]=[CH:6][CH:5]=[C:4]([CH:8]([OH:10])[CH3:9])[C:3]=1[OH:11].[CH2:12]([O:14][C:15]1[C:16](=O)[C:17](=[O:22])[C:18]=1[O:19]CC)[CH3:13]. (2) Given the product [C:15]([CH2:16][CH2:17][O:18][P:56]([N:55]([CH:69]([CH3:71])[CH3:70])[CH:52]([CH3:54])[CH3:53])[OH:57])#[N:12].[S:1]1[CH:5]=[CH:4][CH:3]=[C:2]1[C:6]1[CH:11]=[CH:10][N:9]=[C:8]2[N:12]([C@@H:15]3[O:20][C@H:19]([CH2:21][O:22][C:23]([C:40]4[CH:41]=[CH:42][CH:43]=[CH:44][CH:45]=4)([C:24]4[CH:29]=[CH:28][C:27]([O:30][CH3:31])=[CH:26][CH:25]=4)[C:32]4[CH:37]=[CH:36][C:35]([O:38][CH3:39])=[CH:34][CH:33]=4)[C@@H:17]([OH:18])[CH2:16]3)[CH:13]=[N:14][C:7]=12, predict the reactants needed to synthesize it. The reactants are: [S:1]1[CH:5]=[CH:4][CH:3]=[C:2]1[C:6]1[CH:11]=[CH:10][N:9]=[C:8]2[N:12]([C@@H:15]3[O:20][C@H:19]([CH2:21][O:22][C:23]([C:40]4[CH:45]=[CH:44][CH:43]=[CH:42][CH:41]=4)([C:32]4[CH:37]=[CH:36][C:35]([O:38][CH3:39])=[CH:34][CH:33]=4)[C:24]4[CH:29]=[CH:28][C:27]([O:30][CH3:31])=[CH:26][CH:25]=4)[C@@H:17]([OH:18])[CH2:16]3)[CH:13]=[N:14][C:7]=12.N1C=CC=CC=1.[CH:52]([N:55]([CH:69]([CH3:71])[CH3:70])[P:56](N(C(C)C)C(C)C)[O:57]CCC#N)([CH3:54])[CH3:53].N1C=NN=N1.